Dataset: Catalyst prediction with 721,799 reactions and 888 catalyst types from USPTO. Task: Predict which catalyst facilitates the given reaction. (1) Reactant: [Cl:1][C:2]1[CH:24]=[CH:23][C:5]([C:6]([N:8]([CH3:22])[C:9]2[CH:20]=[CH:19][CH:18]=[C:17]([CH3:21])[C:10]=2[O:11][CH2:12][CH2:13][C:14]([OH:16])=[O:15])=[O:7])=[CH:4][C:3]=1[C:25]1[CH:26]=[N:27][C:28]([C:32]#[N:33])=[CH:29][C:30]=1[CH3:31].[C:34](Cl)(=O)[C:35](Cl)=O.C(O)C. Product: [CH2:34]([O:15][C:14](=[O:16])[CH2:13][CH2:12][O:11][C:10]1[C:17]([CH3:21])=[CH:18][CH:19]=[CH:20][C:9]=1[N:8]([C:6](=[O:7])[C:5]1[CH:23]=[CH:24][C:2]([Cl:1])=[C:3]([C:25]2[CH:26]=[N:27][C:28]([C:32]#[N:33])=[CH:29][C:30]=2[CH3:31])[CH:4]=1)[CH3:22])[CH3:35]. The catalyst class is: 59. (2) Reactant: [C:1]([C:5]1[CH:6]=[C:7]([C:15](=[O:17])[CH3:16])[CH:8]=[C:9]([OH:14])[C:10]=1[O:11][CH2:12][CH3:13])([CH3:4])([CH3:3])[CH3:2].[CH2:18](I)[CH3:19].[H-].[Na+]. Product: [C:1]([C:5]1[CH:6]=[C:7]([C:15](=[O:17])[CH3:16])[CH:8]=[C:9]([O:14][CH2:18][CH3:19])[C:10]=1[O:11][CH2:12][CH3:13])([CH3:2])([CH3:3])[CH3:4]. The catalyst class is: 499. (3) Product: [ClH:46].[ClH:46].[ClH:46].[N+:1]([C:4]1[CH:5]=[C:6]([C:10]2[N:11]=[C:12]3[C:18]4[CH:19]=[CH:20][CH:21]=[CH:22][C:17]=4[NH:16][C:15]4[N:23]=[CH:24][CH:25]=[CH:26][C:14]=4[N:13]3[C:27]=2[C:28]2[CH:29]=[CH:30][C:31]([C:34]3([NH2:38])[CH2:37][CH2:36][CH2:35]3)=[CH:32][CH:33]=2)[CH:7]=[CH:8][CH:9]=1)([O-:3])=[O:2]. The catalyst class is: 2. Reactant: [N+:1]([C:4]1[CH:5]=[C:6]([C:10]2[N:11]=[C:12]3[C:18]4[CH:19]=[CH:20][CH:21]=[CH:22][C:17]=4[NH:16][C:15]4[N:23]=[CH:24][CH:25]=[CH:26][C:14]=4[N:13]3[C:27]=2[C:28]2[CH:33]=[CH:32][C:31]([C:34]3([NH:38]C(=O)OC(C)(C)C)[CH2:37][CH2:36][CH2:35]3)=[CH:30][CH:29]=2)[CH:7]=[CH:8][CH:9]=1)([O-:3])=[O:2].[ClH:46].O1CCOCC1.